From a dataset of Full USPTO retrosynthesis dataset with 1.9M reactions from patents (1976-2016). Predict the reactants needed to synthesize the given product. (1) Given the product [OH:36][CH2:35][CH2:34][O:33]/[N:32]=[C:29](/[C:26]1[CH:27]=[CH:28][C:23]2[N:24]([C:20]([S:19][C:15]3[CH:16]=[C:17]4[C:12](=[CH:13][CH:14]=3)[N:11]=[CH:10][C:9]([CH2:8][N:5]3[CH2:6][CH2:7][O:2][CH2:3][CH2:4]3)=[CH:18]4)=[N:21][N:22]=2)[CH:25]=1)\[CH3:30], predict the reactants needed to synthesize it. The reactants are: Cl.[O:2]1[CH2:7][CH2:6][N:5]([CH2:8][C:9]2[CH:10]=[N:11][C:12]3[C:17]([CH:18]=2)=[CH:16][C:15]([S:19][C:20]2[N:24]4[CH:25]=[C:26]([C:29](=O)[CH3:30])[CH:27]=[CH:28][C:23]4=[N:22][N:21]=2)=[CH:14][CH:13]=3)[CH2:4][CH2:3]1.[NH2:32][O:33][CH2:34][CH2:35][OH:36]. (2) Given the product [NH2:14][C:15]1[CH:20]=[C:19]([Cl:21])[C:18]([I:6])=[CH:17][N:16]=1, predict the reactants needed to synthesize it. The reactants are: CN(C)C=O.[I:6]N1C(=O)CCC1=O.[NH2:14][C:15]1[CH:20]=[C:19]([Cl:21])[CH:18]=[CH:17][N:16]=1.S([O-])([O-])(=O)=S.[Na+].[Na+]. (3) Given the product [CH3:34][N:32]([CH3:33])[CH2:31][C:30]#[C:29][C:26]1[CH:27]=[CH:28][C:23](/[C:16](/[C:17]2[CH:18]=[CH:19][CH:20]=[CH:21][CH:22]=2)=[CH:15]/[CH2:14][OH:13])=[CH:24][CH:25]=1, predict the reactants needed to synthesize it. The reactants are: [H-].C([Al+]CC(C)C)C(C)C.C([O:13][C:14](=O)/[CH:15]=[C:16](/[C:23]1[CH:28]=[CH:27][C:26]([C:29]#[C:30][CH2:31][N:32]([CH3:34])[CH3:33])=[CH:25][CH:24]=1)\[C:17]1[CH:22]=[CH:21][CH:20]=[CH:19][CH:18]=1)C.[Cl-].[NH4+].ClCCl.